Dataset: Catalyst prediction with 721,799 reactions and 888 catalyst types from USPTO. Task: Predict which catalyst facilitates the given reaction. (1) Reactant: Cl.[CH3:2][O:3][C:4](=[O:7])[CH2:5][NH2:6].C(N(CC)CC)C.[CH3:15][C:16]([CH3:21])([CH3:20])[CH2:17][CH:18]=O. Product: [CH3:2][O:3][C:4](=[O:7])[CH2:5]/[N:6]=[CH:18]/[CH2:17][C:16]([CH3:21])([CH3:20])[CH3:15]. The catalyst class is: 4. (2) Reactant: [O:1]=[C:2]1[CH:8]([C:9]#[N:10])[C:7]2[CH:11]=[CH:12][CH:13]=[CH:14][C:6]=2[NH:5][C:4]2[CH:15]=[CH:16][CH:17]=[CH:18][C:3]1=2.C(=O)([O-])[O-].[K+].[K+].[CH2:25](I)[CH3:26]. Product: [CH2:25]([C:8]1[C:7]2[C:6]([N:5]3[C:4]4[CH:15]=[CH:16][CH:17]=[CH:18][C:3]=4[C:2](=[O:1])[NH:10][C:9]=13)=[CH:14][CH:13]=[CH:12][CH:11]=2)[CH3:26]. The catalyst class is: 3.